From a dataset of Catalyst prediction with 721,799 reactions and 888 catalyst types from USPTO. Predict which catalyst facilitates the given reaction. (1) Reactant: [CH3:1][O:2][C:3]1[CH:4]=[C:5]2[C:9](=[CH:10][CH:11]=1)[C:8]1([N:16]3[CH:17]=[N:18][CH2:19][CH:15]3[CH2:14][CH2:13][CH2:12]1)[CH2:7][CH2:6]2. Product: [CH3:1][O:2][C:3]1[CH:4]=[C:5]2[C:9](=[CH:10][CH:11]=1)[C:8]1([N:16]3[CH:17]=[N:18][CH:19]=[C:15]3[CH2:14][CH2:13][CH2:12]1)[CH2:7][CH2:6]2. The catalyst class is: 661. (2) Reactant: [CH3:1][C:2]1[CH:15]=[C:14]2[C:5]([S:6][C:7]3[CH:8]=[C:9]([C:17]([OH:19])=O)[CH:10]=[CH:11][C:12]=3[C:13]2=[O:16])=[CH:4][CH:3]=1.S(Cl)([Cl:22])=O.CN(C)C=O. Product: [CH3:1][C:2]1[CH:15]=[C:14]2[C:5]([S:6][C:7]3[CH:8]=[C:9]([C:17]([Cl:22])=[O:19])[CH:10]=[CH:11][C:12]=3[C:13]2=[O:16])=[CH:4][CH:3]=1. The catalyst class is: 11. (3) Reactant: [OH:1][C:2]1[CH:7]=[CH:6][C:5]([C:8]2[N:12]=[C:11]([C:13]3[CH:14]=[CH:15][C:16]([O:21][CH:22]([CH3:24])[CH3:23])=[C:17]([CH:20]=3)[C:18]#[N:19])[O:10][N:9]=2)=[CH:4][CH:3]=1.C(=O)([O-])[O-].[K+].[K+].Br[CH2:32][CH2:33][CH2:34][C:35]([O:37][CH2:38][CH3:39])=[O:36].C(OCC)(=O)C. Product: [C:18]([C:17]1[CH:20]=[C:13]([C:11]2[O:10][N:9]=[C:8]([C:5]3[CH:4]=[CH:3][C:2]([O:1][CH2:32][CH2:33][CH2:34][C:35]([O:37][CH2:38][CH3:39])=[O:36])=[CH:7][CH:6]=3)[N:12]=2)[CH:14]=[CH:15][C:16]=1[O:21][CH:22]([CH3:24])[CH3:23])#[N:19]. The catalyst class is: 9. (4) Reactant: [Li+].[OH-].[Br:3][C:4]1[CH:32]=[CH:31][C:7]2[N:8]([C:18]([C:20]3[CH:21]=[CH:22][C:23]4[O:28][CH2:27][C:26](=[O:29])[NH:25][C:24]=4[CH:30]=3)=[O:19])[CH:9]([CH2:12][C:13]([O:15]CC)=[O:14])[CH2:10][O:11][C:6]=2[CH:5]=1.CCOC(C)=O.Cl. Product: [Br:3][C:4]1[CH:32]=[CH:31][C:7]2[N:8]([C:18]([C:20]3[CH:21]=[CH:22][C:23]4[O:28][CH2:27][C:26](=[O:29])[NH:25][C:24]=4[CH:30]=3)=[O:19])[CH:9]([CH2:12][C:13]([OH:15])=[O:14])[CH2:10][O:11][C:6]=2[CH:5]=1. The catalyst class is: 90. (5) Reactant: C[O:2][C:3](=[O:30])[C:4]1[CH:9]=[CH:8][C:7]([NH:10][CH:11]2[CH2:16][CH2:15][CH2:14][CH2:13][CH:12]2[C:17]([F:20])([F:19])[F:18])=[C:6]([NH:21][C:22](=O)[CH2:23][C:24]2[S:25][CH:26]=[CH:27][CH:28]=2)[CH:5]=1.Cl.O. Product: [S:25]1[CH:26]=[CH:27][CH:28]=[C:24]1[CH2:23][C:22]1[N:10]([CH:11]2[CH2:16][CH2:15][CH2:14][CH2:13][CH:12]2[C:17]([F:19])([F:18])[F:20])[C:7]2[CH:8]=[CH:9][C:4]([C:3]([OH:2])=[O:30])=[CH:5][C:6]=2[N:21]=1. The catalyst class is: 12. (6) Reactant: [Cl:1][C:2]1[C:7]([F:8])=[C:6]([O:9][CH3:10])[CH:5]=[CH:4][C:3]=1[CH:11]([NH:21][C:22]1[CH:31]=[C:30]([F:32])[CH:29]=[C:28]2[C:23]=1[CH:24]=[CH:25][C:26](=[O:33])[NH:27]2)[C:12]([OH:20])([CH2:17][O:18][CH3:19])[C:13]([F:16])([F:15])[F:14].[F:34][C:35]1[N:40]=[CH:39][C:38](B(O)O)=[CH:37][CH:36]=1.O.N1C=CC=CC=1. Product: [Cl:1][C:2]1[C:7]([F:8])=[C:6]([O:9][CH3:10])[CH:5]=[CH:4][C:3]=1[CH:11]([NH:21][C:22]1[CH:31]=[C:30]([F:32])[CH:29]=[C:28]2[C:23]=1[CH:24]=[CH:25][C:26](=[O:33])[N:27]2[C:38]1[CH:39]=[N:40][C:35]([F:34])=[CH:36][CH:37]=1)[C:12]([OH:20])([CH2:17][O:18][CH3:19])[C:13]([F:15])([F:16])[F:14]. The catalyst class is: 4.